Dataset: Full USPTO retrosynthesis dataset with 1.9M reactions from patents (1976-2016). Task: Predict the reactants needed to synthesize the given product. (1) Given the product [Cl:9][CH:8]1[C:7](=[O:18])[CH:6]2[CH2:12][CH2:13][CH:3]([CH:4]=[CH:5]2)[C:2]1=[O:16], predict the reactants needed to synthesize it. The reactants are: Cl[C:2]1[CH:3]2[CH2:13][CH2:12][CH:6]([C:7](Cl)(Cl)[C:8]=1[Cl:9])[CH:5]=[CH:4]2.C(O)(=[O:16])C.[OH2:18]. (2) Given the product [CH2:1]([C@H:8]1[N:13]([C:14]([C:16]2[N:17]=[CH:18][N:19]([C@H:27]3[CH2:32][CH2:31][CH2:30][CH2:29]/[C:28]/3=[CH:49]\[C:50]([O:52][CH2:53][CH3:54])=[O:51])[C:20]=2[C:21]2[CH:22]=[CH:23][CH:24]=[CH:25][CH:26]=2)=[O:15])[CH2:12][CH2:11][N:10]([C:34]([O:36][C:37]([CH3:40])([CH3:39])[CH3:38])=[O:35])[CH2:9]1)[C:2]1[CH:7]=[CH:6][CH:5]=[CH:4][CH:3]=1, predict the reactants needed to synthesize it. The reactants are: [CH2:1]([C@H:8]1[N:13]([C:14]([C:16]2[N:17]=[CH:18][N:19]([C@H:27]3[CH2:32][CH2:31][CH2:30][CH2:29][C:28]3=O)[C:20]=2[C:21]2[CH:26]=[CH:25][CH:24]=[CH:23][CH:22]=2)=[O:15])[CH2:12][CH2:11][N:10]([C:34]([O:36][C:37]([CH3:40])([CH3:39])[CH3:38])=[O:35])[CH2:9]1)[C:2]1[CH:7]=[CH:6][CH:5]=[CH:4][CH:3]=1.C(OP([CH2:49][C:50]([O:52][CH2:53][CH3:54])=[O:51])(OCC)=O)C.[H-].[Na+].C(=O)([O-])O.[Na+].